Predict which catalyst facilitates the given reaction. From a dataset of Catalyst prediction with 721,799 reactions and 888 catalyst types from USPTO. Reactant: [Cl:1][C:2]1[CH:7]=[C:6]([C:8](=[O:23])[NH:9][CH2:10][CH2:11][O:12][CH2:13][CH2:14][O:15][CH2:16][CH2:17][O:18][CH2:19][CH2:20][O:21][CH3:22])[CH:5]=[CH:4][C:3]=1[C:24]1[CH:29]=[CH:28][C:27]([CH2:30][C@H:31]([NH:46][C:47]([C@H:49]2[CH2:54][CH2:53][C@H:52]([CH2:55][NH:56]C(=O)OC(C)(C)C)[CH2:51][CH2:50]2)=[O:48])[C:32](=[O:45])[NH:33][C:34]2[CH:39]=[CH:38][C:37]([C:40]3[N:41]=[N:42][NH:43][N:44]=3)=[CH:36][CH:35]=2)=[CH:26][CH:25]=1.Cl. Product: [ClH:1].[NH2:56][CH2:55][C@H:52]1[CH2:53][CH2:54][C@H:49]([C:47]([NH:46][C@H:31]([C:32](=[O:45])[NH:33][C:34]2[CH:39]=[CH:38][C:37]([C:40]3[N:41]=[N:42][NH:43][N:44]=3)=[CH:36][CH:35]=2)[CH2:30][C:27]2[CH:28]=[CH:29][C:24]([C:3]3[CH:4]=[CH:5][C:6]([C:8]([NH:9][CH2:10][CH2:11][O:12][CH2:13][CH2:14][O:15][CH2:16][CH2:17][O:18][CH2:19][CH2:20][O:21][CH3:22])=[O:23])=[CH:7][C:2]=3[Cl:1])=[CH:25][CH:26]=2)=[O:48])[CH2:50][CH2:51]1. The catalyst class is: 12.